From a dataset of Full USPTO retrosynthesis dataset with 1.9M reactions from patents (1976-2016). Predict the reactants needed to synthesize the given product. (1) Given the product [CH3:19][O:20][C:21](=[O:28])[C@H:22]([CH2:24][CH:25]([CH3:27])[CH3:26])[NH:23][C:15](=[O:17])[C@H:13]([CH3:14])[NH:12][C:10](=[O:11])[CH2:9][C:4]1[CH:5]=[C:6]([F:8])[CH:7]=[C:2]([F:1])[CH:3]=1, predict the reactants needed to synthesize it. The reactants are: [F:1][C:2]1[CH:3]=[C:4]([CH2:9][C:10]([NH:12][C@H:13]([C:15]([OH:17])=O)[CH3:14])=[O:11])[CH:5]=[C:6]([F:8])[CH:7]=1.Cl.[CH3:19][O:20][C:21](=[O:28])[C@H:22]([CH2:24][CH:25]([CH3:27])[CH3:26])[NH2:23]. (2) Given the product [F:32][C:2]([F:1])([F:31])[C:3]1[CH:4]=[C:5]([NH:9][C:10](=[O:30])[O:11][CH2:12][C@H:13]2[CH2:17][C@@H:16]([NH:18][S:19]([C:22]3[CH:27]=[C:26]([Br:28])[CH:25]=[CH:24][C:23]=3[Br:29])(=[O:20])=[O:21])[CH2:15][N:14]2[C:34]#[N:35])[CH:6]=[CH:7][CH:8]=1, predict the reactants needed to synthesize it. The reactants are: [F:1][C:2]([F:32])([F:31])[C:3]1[CH:4]=[C:5]([NH:9][C:10](=[O:30])[O:11][CH2:12][C@H:13]2[CH2:17][C@@H:16]([NH:18][S:19]([C:22]3[CH:27]=[C:26]([Br:28])[CH:25]=[CH:24][C:23]=3[Br:29])(=[O:21])=[O:20])[CH2:15][NH:14]2)[CH:6]=[CH:7][CH:8]=1.C[CH2:34][N:35](C(C)C)C(C)C.BrC#N.C(O)C(N)(CO)CO. (3) Given the product [CH2:29]([NH:15][C:16]1[CH:21]=[CH:20][CH:19]=[CH:18][CH:17]=1)[CH2:28][C:22]1[CH:27]=[CH:26][CH:25]=[CH:24][CH:23]=1, predict the reactants needed to synthesize it. The reactants are: C(O[BH-](OC(=O)C)OC(=O)C)(=O)C.[Na+].[NH2:15][C:16]1[CH:21]=[CH:20][CH:19]=[CH:18][CH:17]=1.[C:22]1([CH2:28][CH:29]=O)[CH:27]=[CH:26][CH:25]=[CH:24][CH:23]=1. (4) The reactants are: Cl[C:2]1[C:3]2[CH2:16][CH2:15][CH2:14][C:4]=2[N:5]=[C:6]([C:8]2[S:9][C:10]([Cl:13])=[CH:11][CH:12]=2)[N:7]=1.[NH:17]1[C:25]2[C:20](=[CH:21][C:22]([C:26]([O:28][CH3:29])=[O:27])=[CH:23][CH:24]=2)[CH2:19][CH2:18]1. Given the product [Cl:13][C:10]1[S:9][C:8]([C:6]2[N:7]=[C:2]([N:17]3[C:25]4[C:20](=[CH:21][C:22]([C:26]([O:28][CH3:29])=[O:27])=[CH:23][CH:24]=4)[CH2:19][CH2:18]3)[C:3]3[CH2:16][CH2:15][CH2:14][C:4]=3[N:5]=2)=[CH:12][CH:11]=1, predict the reactants needed to synthesize it. (5) Given the product [CH3:1][C:2]1[CH:6]=[C:5]([NH:7][C:15]2[N:23]=[CH:22][CH:21]=[CH:20][C:16]=2[C:17]([OH:19])=[O:18])[N:4]([C:8]2[CH:9]=[CH:10][CH:11]=[CH:12][CH:13]=2)[N:3]=1, predict the reactants needed to synthesize it. The reactants are: [CH3:1][C:2]1[CH:6]=[C:5]([NH2:7])[N:4]([C:8]2[CH:13]=[CH:12][CH:11]=[CH:10][CH:9]=2)[N:3]=1.Cl[C:15]1[N:23]=[CH:22][CH:21]=[CH:20][C:16]=1[C:17]([OH:19])=[O:18].C(=O)([O-])[O-].[K+].[K+].Cl. (6) Given the product [F:28][CH:27]([F:29])[C:17]1[N:16]([C:4]2[N:5]=[C:6]([N:8]3[CH2:13][C@@H:12]([CH3:14])[O:11][C@@H:10]([CH3:15])[CH2:9]3)[CH:7]=[C:2]([N:30]3[CH2:35][CH2:34][O:33][CH2:32][CH2:31]3)[N:3]=2)[C:20]2[CH:21]=[CH:22][CH:23]=[C:24]([O:25][CH3:26])[C:19]=2[N:18]=1, predict the reactants needed to synthesize it. The reactants are: Cl[C:2]1[CH:7]=[C:6]([N:8]2[CH2:13][C@@H:12]([CH3:14])[O:11][C@@H:10]([CH3:15])[CH2:9]2)[N:5]=[C:4]([N:16]2[C:20]3[CH:21]=[CH:22][CH:23]=[C:24]([O:25][CH3:26])[C:19]=3[N:18]=[C:17]2[CH:27]([F:29])[F:28])[N:3]=1.[NH:30]1[CH2:35][CH2:34][O:33][CH2:32][CH2:31]1. (7) The reactants are: [N:1]1([C:6]2[CH:7]=[C:8]([CH3:23])[C:9]3[N:13]=[C:12]([C:14]4[C:15](=[O:21])[NH:16][CH:17]=[CH:18][C:19]=4I)[NH:11][C:10]=3[CH:22]=2)[CH:5]=[CH:4][N:3]=[CH:2]1.[CH3:24][OH:25].[N:26]1[CH:31]=[CH:30][CH:29]=[CH:28][CH:27]=1.[F-].[Cs+]. Given the product [N:1]1([C:6]2[CH:7]=[C:8]([CH3:23])[C:9]3[N:13]=[C:12]([C:14]4[C:15](=[O:21])[NH:16][CH:17]=[CH:18][C:19]=4[O:25][CH2:24][C:27]4[CH:28]=[CH:29][CH:30]=[CH:31][N:26]=4)[NH:11][C:10]=3[CH:22]=2)[CH:5]=[CH:4][N:3]=[CH:2]1, predict the reactants needed to synthesize it. (8) Given the product [CH2:42]([O:43][C:3](=[O:4])[CH2:5][S:23][C:8]1[C:7]([C:6]#[N:24])=[C:12]([C:13]2[CH:18]=[CH:17][C:16]([Cl:19])=[C:15]([Cl:20])[CH:14]=2)[N:11]=[C:10]([S:25][CH3:26])[N:9]=1)[CH3:41], predict the reactants needed to synthesize it. The reactants are: CN[C:3]([C:5]1[S:23][C:8]2[N:9]=[C:10](NC)[N:11]=[C:12]([C:13]3[CH:18]=[CH:17][C:16]([Cl:19])=[C:15]([Cl:20])[CH:14]=3)[C:7]=2[C:6]=1[NH2:24])=[O:4].[SH:25][CH2:26]C(OCC)=O.CCN(C(C)C)C(C)C.[CH3:41][CH2:42][OH:43].C(Cl)Cl.